This data is from Cav3 T-type calcium channel HTS with 100,875 compounds. The task is: Binary Classification. Given a drug SMILES string, predict its activity (active/inactive) in a high-throughput screening assay against a specified biological target. (1) The molecule is s1c(C(N2CCCCC2)c2ccc(OC)cc2)c(O)n2nc(nc12)C. The result is 0 (inactive). (2) The drug is O=C(Nc1cc2OCOc2cc1)C(N1CC(CCC1)C)c1ccccc1. The result is 0 (inactive).